This data is from Catalyst prediction with 721,799 reactions and 888 catalyst types from USPTO. The task is: Predict which catalyst facilitates the given reaction. Reactant: [C:1]([O:4][CH:5]([C:47]1[CH:52]=[CH:51][C:50]([F:53])=[CH:49][CH:48]=1)[CH2:6][CH2:7][C@H:8]1[C:11](=[O:12])[N:10]([C:13]2[CH:18]=[CH:17][C:16]([CH2:19][CH2:20][CH2:21][NH:22][S:23]([CH3:26])(=[O:25])=[O:24])=[CH:15][CH:14]=2)[C@@H:9]1[C:27]1[CH:32]=[CH:31][C:30]([CH2:33][CH2:34][C:35]2([O:43][C:44](=[O:46])[CH3:45])[CH2:40][O:39]C(C)(C)[O:37][CH2:36]2)=[CH:29][CH:28]=1)(=[O:3])[CH3:2].[C:54](O)(C(F)(F)F)=O.C1(C)C=CC=CC=1. Product: [C:44]([O:43][C:35]([CH2:40][OH:39])([CH2:36][OH:37])[CH2:34][CH2:33][C:30]1[CH:31]=[CH:32][C:27]([C@@H:9]2[C@@H:8]([CH2:7][CH2:6][C@H:5]([O:4][C:1](=[O:3])[CH3:2])[C:47]3[CH:48]=[CH:49][C:50]([F:53])=[CH:51][CH:52]=3)[C:11](=[O:12])[N:10]2[C:13]2[CH:18]=[CH:17][C:16]([CH2:19][CH2:20][CH2:21][NH:22][S:23]([CH2:26][CH3:54])(=[O:24])=[O:25])=[CH:15][CH:14]=2)=[CH:28][CH:29]=1)(=[O:46])[CH3:45]. The catalyst class is: 20.